This data is from Reaction yield outcomes from USPTO patents with 853,638 reactions. The task is: Predict the reaction yield, written as a fraction of the theoretical maximum amount of product (1.0 means a 100% yield; for example, 0.34 means a 34% yield). (1) The reactants are [OH:1][CH2:2][CH2:3][O:4][CH2:5][C:6]1[N:11]=[CH:10][C:9]([CH:12]([CH3:16])[C:13]([OH:15])=O)=[CH:8][CH:7]=1.ON1C2C=CC=CC=2N=N1.F[B-](F)(F)F.N1(OC(N(C)C)=[N+](C)C)C2C=CC=CC=2N=N1.C(N(C(C)C)C(C)C)C.[Cl:58][C:59]1[CH:60]=[C:61]([N:65]2[C:69]([CH2:70][NH2:71])=[CH:68][C:67]([C:72]([F:75])([F:74])[F:73])=[N:66]2)[CH:62]=[CH:63][CH:64]=1. The catalyst is O1CCCC1.O. The product is [Cl:58][C:59]1[CH:60]=[C:61]([N:65]2[C:69]([CH2:70][NH:71][C:13](=[O:15])[CH:12]([C:9]3[CH:10]=[N:11][C:6]([CH2:5][O:4][CH2:3][CH2:2][OH:1])=[CH:7][CH:8]=3)[CH3:16])=[CH:68][C:67]([C:72]([F:73])([F:74])[F:75])=[N:66]2)[CH:62]=[CH:63][CH:64]=1. The yield is 0.880. (2) The reactants are [CH2:1]([NH:8][C:9]([C:11]1[C:16]([NH:17][C:18](=O)[CH2:19][CH:20]([CH3:22])[CH3:21])=[N:15][CH:14]=[CH:13][N:12]=1)=[O:10])[C:2]1[CH:7]=[CH:6][CH:5]=[CH:4][CH:3]=1.C(=O)([O-])[O-].[Na+].[Na+]. The catalyst is CN(C=O)C. The product is [CH2:1]([N:8]1[C:9](=[O:10])[C:11]2[C:16](=[N:15][CH:14]=[CH:13][N:12]=2)[N:17]=[C:18]1[CH2:19][CH:20]([CH3:22])[CH3:21])[C:2]1[CH:7]=[CH:6][CH:5]=[CH:4][CH:3]=1. The yield is 0.330. (3) The reactants are [OH-].[Na+].[Cl:3][C:4]1[CH:5]=[C:6]([NH:11][C:12]2[O:16][C:15]([C:17]([NH:19][C:20]3[CH:21]=[CH:22][C:23]([O:26][C:27]4[CH:36]=[CH:35][C:30]([C:31]([O:33]C)=[O:32])=[CH:29][CH:28]=4)=[N:24][CH:25]=3)=[O:18])=[N:14][N:13]=2)[CH:7]=[CH:8][C:9]=1[F:10].Cl. The catalyst is CO. The product is [Cl:3][C:4]1[CH:5]=[C:6]([NH:11][C:12]2[O:16][C:15]([C:17]([NH:19][C:20]3[CH:21]=[CH:22][C:23]([O:26][C:27]4[CH:36]=[CH:35][C:30]([C:31]([OH:33])=[O:32])=[CH:29][CH:28]=4)=[N:24][CH:25]=3)=[O:18])=[N:14][N:13]=2)[CH:7]=[CH:8][C:9]=1[F:10]. The yield is 0.264. (4) The reactants are [CH:1]([C:4]1[CH:9]=[CH:8][C:7]([CH:10]2[C:14]3[C:15]([CH3:23])=[C:16]([NH:20][CH:21]=[O:22])[C:17]([CH3:19])=[CH:18][C:13]=3[O:12][CH2:11]2)=[CH:6][CH:5]=1)([CH3:3])[CH3:2].CCCCCC.[C:30](OCC)(=[O:32])C. No catalyst specified. The product is [CH:30]([C:18]1[C:13]2[O:12][CH2:11][CH:10]([C:7]3[CH:6]=[CH:5][C:4]([CH:1]([CH3:3])[CH3:2])=[CH:9][CH:8]=3)[C:14]=2[C:15]([CH3:23])=[C:16]([NH:20][CH:21]=[O:22])[C:17]=1[CH3:19])=[O:32]. The yield is 0.920. (5) The reactants are C([O:3][C:4](=[O:20])[C:5]1[CH:10]=[CH:9][C:8]([O:11][C:12]2[CH:17]=[CH:16][C:15]([CH:18]=[O:19])=[CH:14][CH:13]=2)=[N:7][CH:6]=1)C.CO.[OH-].[Na+].Cl. The catalyst is C(OCC)(=O)C.C1COCC1. The product is [CH:18]([C:15]1[CH:16]=[CH:17][C:12]([O:11][C:8]2[CH:9]=[CH:10][C:5]([C:4]([OH:20])=[O:3])=[CH:6][N:7]=2)=[CH:13][CH:14]=1)=[O:19]. The yield is 0.850. (6) The reactants are [F:1][C:2]([F:15])([F:14])[O:3][C:4]1[CH:13]=[CH:12][C:7]([C:8]([NH:10][NH2:11])=O)=[CH:6][CH:5]=1.I.CS[C:19](=[NH:28])[NH:20][C:21]1[CH:26]=[CH:25][C:24]([OH:27])=[CH:23][CH:22]=1. The catalyst is N1C=CC=CC=1. The product is [F:1][C:2]([F:15])([F:14])[O:3][C:4]1[CH:13]=[CH:12][C:7]([C:8]2[NH:28][C:19]([NH:20][C:21]3[CH:26]=[CH:25][C:24]([OH:27])=[CH:23][CH:22]=3)=[N:11][N:10]=2)=[CH:6][CH:5]=1. The yield is 0.406.